From a dataset of Forward reaction prediction with 1.9M reactions from USPTO patents (1976-2016). Predict the product of the given reaction. (1) Given the reactants ClC([SiH3])(Cl)Cl.BrC(Br)C.[C:10]([O:14][C:15]([N:17]1[CH2:20][CH:19](I)[CH2:18]1)=[O:16])([CH3:13])([CH3:12])[CH3:11].I[C:23]1[CH:24]=[C:25]2[C:29](=[CH:30][CH:31]=1)[N:28]([Si:32]([CH:39]([CH3:41])[CH3:40])([CH:36]([CH3:38])[CH3:37])[CH:33]([CH3:35])[CH3:34])[CH:27]=[CH:26]2, predict the reaction product. The product is: [C:10]([O:14][C:15]([N:17]1[CH2:20][CH:19]([C:23]2[CH:24]=[C:25]3[C:29](=[CH:30][CH:31]=2)[N:28]([Si:32]([CH:36]([CH3:38])[CH3:37])([CH:39]([CH3:41])[CH3:40])[CH:33]([CH3:34])[CH3:35])[CH:27]=[CH:26]3)[CH2:18]1)=[O:16])([CH3:13])([CH3:12])[CH3:11]. (2) The product is: [C:69]([C:67]1[S:68][C:64]([NH:63][C:30]([CH:20]2[NH:19][CH:18]([CH2:33][C:34]([CH3:36])([CH3:35])[CH3:37])[C:17]3([C:12]4[C:13](=[CH:14][C:9]([Cl:8])=[CH:10][CH:11]=4)[NH:15][C:16]3=[O:38])[CH:21]2[C:22]2[CH:27]=[CH:26][CH:25]=[C:24]([Cl:28])[C:23]=2[F:29])=[O:31])=[CH:65][CH:66]=1)#[N:70]. Given the reactants FC(F)(F)C(O)=O.[Cl:8][C:9]1[CH:14]=[C:13]2[NH:15][C:16](=[O:38])[C:17]3([CH:21]([C:22]4[CH:27]=[CH:26][CH:25]=[C:24]([Cl:28])[C:23]=4[F:29])[CH:20]([C:30](O)=[O:31])[NH:19][CH:18]3[CH2:33][C:34]([CH3:37])([CH3:36])[CH3:35])[C:12]2=[CH:11][CH:10]=1.C(N(C(C)C)CC)(C)C.C1(P(Cl)(C2C=CC=CC=2)=O)C=CC=CC=1.[NH2:63][C:64]1[S:68][C:67]([C:69]#[N:70])=[CH:66][CH:65]=1, predict the reaction product. (3) Given the reactants Cl.[Cl:2][C:3]1[C:4]([F:11])=[C:5]([NH:9]N)[CH:6]=[CH:7][CH:8]=1.O.Cl.[NH:14]1[CH2:19][CH2:18][C:17](=O)[CH2:16][CH2:15]1, predict the reaction product. The product is: [ClH:2].[Cl:2][C:3]1[CH:8]=[CH:7][C:6]2[C:16]3[CH2:15][NH:14][CH2:19][CH2:18][C:17]=3[NH:9][C:5]=2[C:4]=1[F:11].